Dataset: Full USPTO retrosynthesis dataset with 1.9M reactions from patents (1976-2016). Task: Predict the reactants needed to synthesize the given product. (1) Given the product [CH3:7][C@@H:6]1[O:5][C:4](=[O:8])[C@H:3]([CH2:9][CH2:10][C:11]2[CH:16]=[CH:15][CH:14]=[CH:13][CH:12]=2)[C@H:2]1[O:1][Si:31]([CH:38]([CH3:40])[CH3:39])([CH:35]([CH3:37])[CH3:36])[CH:32]([CH3:34])[CH3:33], predict the reactants needed to synthesize it. The reactants are: [OH:1][C@H:2]1[C@H:6]([CH3:7])[O:5][C:4](=[O:8])[C@@H:3]1[CH2:9][CH2:10][C:11]1[CH:16]=[CH:15][CH:14]=[CH:13][CH:12]=1.CC1C=CC=C(C)N=1.FC(F)(F)S(O[Si:31]([CH:38]([CH3:40])[CH3:39])([CH:35]([CH3:37])[CH3:36])[CH:32]([CH3:34])[CH3:33])(=O)=O.C(=O)(O)[O-].[Na+]. (2) Given the product [Br:1][C:2]1[CH:6]=[C:5]([CH:19]=[O:20])[S:4][C:3]=1[Cl:7], predict the reactants needed to synthesize it. The reactants are: [Br:1][C:2]1[CH:6]=[CH:5][S:4][C:3]=1[Cl:7].C([N-]C(C)C)(C)C.[Li+].CN([CH:19]=[O:20])C.C(O)(=O)CC(CC(O)=O)(C(O)=O)O.